Dataset: Full USPTO retrosynthesis dataset with 1.9M reactions from patents (1976-2016). Task: Predict the reactants needed to synthesize the given product. Given the product [C:12]1([C:15]2[CH:16]=[CH:17][CH:18]=[CH:19][CH:20]=2)[CH:11]=[CH:10][C:9]([CH2:8][C@@H:7]([NH:21][C:23](=[O:29])[CH2:24][CH2:25][C:26]([OH:28])=[O:27])[CH2:6][C:5]([O:4][CH2:2][CH3:3])=[O:22])=[CH:14][CH:13]=1, predict the reactants needed to synthesize it. The reactants are: Cl.[CH2:2]([O:4][C:5](=[O:22])[CH2:6][C@H:7]([NH2:21])[CH2:8][C:9]1[CH:14]=[CH:13][C:12]([C:15]2[CH:20]=[CH:19][CH:18]=[CH:17][CH:16]=2)=[CH:11][CH:10]=1)[CH3:3].[C:23]1(=[O:29])[O:28][C:26](=[O:27])[CH2:25][CH2:24]1.CCN(C(C)C)C(C)C.